This data is from Full USPTO retrosynthesis dataset with 1.9M reactions from patents (1976-2016). The task is: Predict the reactants needed to synthesize the given product. (1) Given the product [Cl:1][C:2]1[CH:3]=[C:4]2[C:9](=[CH:10][CH:11]=1)[N:8]=[CH:7][C:6]([C:12]([OH:14])=[O:13])=[CH:5]2, predict the reactants needed to synthesize it. The reactants are: [Cl:1][C:2]1[CH:3]=[C:4]2[C:9](=[CH:10][CH:11]=1)[N:8]=[CH:7][C:6]([C:12]([O:14]CC)=[O:13])=[CH:5]2.[OH-].[Na+]. (2) The reactants are: [C:1]([O:5][C:6](=[O:37])[CH2:7][CH2:8][CH2:9][CH2:10][CH2:11][C@H:12]([NH:26]C(OCC1C=CC=CC=1)=O)[C:13](=[O:25])[NH:14][C:15]1[CH:16]=[C:17]2[C:22](=[CH:23][CH:24]=1)[N:21]=[CH:20][CH:19]=[CH:18]2)([CH3:4])([CH3:3])[CH3:2]. Given the product [C:1]([O:5][C:6](=[O:37])[CH2:7][CH2:8][CH2:9][CH2:10][CH2:11][C@H:12]([NH2:26])[C:13](=[O:25])[NH:14][C:15]1[CH:16]=[C:17]2[C:22](=[CH:23][CH:24]=1)[N:21]=[CH:20][CH:19]=[CH:18]2)([CH3:4])([CH3:2])[CH3:3], predict the reactants needed to synthesize it. (3) Given the product [CH2:1]([N:3]1[CH2:7][CH2:6][CH2:5][CH:4]1[CH2:8][NH:9][S:10]([C:13]1[C:18]([Cl:19])=[CH:17][CH:16]=[C:15]([N+:20]([O-:22])=[O:21])[C:14]=1[OH:26])(=[O:12])=[O:11])[CH3:2], predict the reactants needed to synthesize it. The reactants are: [CH2:1]([N:3]1[CH2:7][CH2:6][CH2:5][CH:4]1[CH2:8][NH:9][S:10]([C:13]1[C:18]([Cl:19])=[CH:17][CH:16]=[C:15]([N+:20]([O-:22])=[O:21])[C:14]=1Cl)(=[O:12])=[O:11])[CH3:2].[H-].[Na+].[OH2:26]. (4) The reactants are: [CH3:1][N:2]([CH2:4][C:5]1[C:13]2[O:12][N:11]=[C:10]([CH2:14][CH2:15][CH:16]3[CH2:21][CH2:20][NH:19][CH2:18][CH2:17]3)[C:9]=2[CH:8]=[CH:7][C:6]=1[CH2:22][O:23][C:24]1[CH:31]=[CH:30][C:27]([C:28]#[N:29])=[CH:26][CH:25]=1)[CH3:3].[CH:32]([C:34]1[CH:39]=[CH:38][CH:37]=[CH:36][N:35]=1)=O.C(O[BH-](OC(=O)C)OC(=O)C)(=O)C.[Na+].C(=O)(O)[O-].[Na+].C(=O)([O-])[O-].[Na+].[Na+]. Given the product [CH3:1][N:2]([CH2:4][C:5]1[C:13]2[O:12][N:11]=[C:10]([CH2:14][CH2:15][CH:16]3[CH2:21][CH2:20][N:19]([CH2:32][C:34]4[CH:39]=[CH:38][CH:37]=[CH:36][N:35]=4)[CH2:18][CH2:17]3)[C:9]=2[CH:8]=[CH:7][C:6]=1[CH2:22][O:23][C:24]1[CH:25]=[CH:26][C:27]([C:28]#[N:29])=[CH:30][CH:31]=1)[CH3:3], predict the reactants needed to synthesize it. (5) Given the product [CH3:1][O:2][C:3]1[CH:4]=[C:5]2[C:10](=[CH:11][C:12]=1[O:13][CH3:14])[N:9]=[C:8]([C:15]1[CH:16]=[C:17]([O:25][CH3:26])[C:18]([O:23][CH3:24])=[C:19]([O:21][CH3:22])[CH:20]=1)[N:7]=[C:6]2[C:27]([N:36]1[CH2:35][CH2:34][C:33]2[C:38](=[CH:39][CH:40]=[C:41]([O:42][CH3:43])[C:32]=2[OH:31])[CH2:37]1)=[O:29], predict the reactants needed to synthesize it. The reactants are: [CH3:1][O:2][C:3]1[CH:4]=[C:5]2[C:10](=[CH:11][C:12]=1[O:13][CH3:14])[N:9]=[C:8]([C:15]1[CH:20]=[C:19]([O:21][CH3:22])[C:18]([O:23][CH3:24])=[C:17]([O:25][CH3:26])[CH:16]=1)[N:7]=[C:6]2[C:27]([OH:29])=O.Cl.[OH:31][C:32]1[C:41]([O:42][CH3:43])=[CH:40][CH:39]=[C:38]2[C:33]=1[CH2:34][CH2:35][NH:36][CH2:37]2. (6) Given the product [F:25][C:24]([F:27])([F:26])[C:22]([OH:28])=[O:23].[NH2:13][C@H:9]1[CH2:8][O:7][C:6]2[CH:21]=[C:2]([CH3:1])[CH:3]=[CH:4][C:5]=2[NH:11][C:10]1=[O:12], predict the reactants needed to synthesize it. The reactants are: [CH3:1][C:2]1[CH:3]=[CH:4][C:5]2[NH:11][C:10](=[O:12])[C@@H:9]([NH:13]C(=O)OC(C)(C)C)[CH2:8][O:7][C:6]=2[CH:21]=1.[C:22]([OH:28])([C:24]([F:27])([F:26])[F:25])=[O:23]. (7) The reactants are: C(=O)(O)[O-].[Na+].Cl.[NH2:7][OH:8].[C:9](O[C:9]([O:11][C:12]([CH3:15])([CH3:14])[CH3:13])=[O:10])([O:11][C:12]([CH3:15])([CH3:14])[CH3:13])=[O:10]. Given the product [C:12]([O:11][C:9](=[O:10])[NH:7][OH:8])([CH3:15])([CH3:14])[CH3:13], predict the reactants needed to synthesize it.